Dataset: Forward reaction prediction with 1.9M reactions from USPTO patents (1976-2016). Task: Predict the product of the given reaction. (1) Given the reactants [N+:1]([C:4]1[CH:9]=[CH:8][C:7]([C:10]2[NH:14][N:13]=[CH:12][CH:11]=2)=[CH:6][C:5]=1[C:15]([F:18])([F:17])[F:16])([O-:3])=[O:2].O[CH2:20][CH2:21][NH:22]C(=O)OC(C)(C)C, predict the reaction product. The product is: [N+:1]([C:4]1[CH:9]=[CH:8][C:7]([C:10]2[CH:11]=[CH:12][N:13]([CH2:20][CH2:21][NH2:22])[N:14]=2)=[CH:6][C:5]=1[C:15]([F:18])([F:17])[F:16])([O-:3])=[O:2]. (2) The product is: [CH3:32][O:31][C:28]1[CH:27]=[CH:26][C:25]([S:22]([C:15]2([CH2:14][CH2:13][CH2:12][C:11]#[C:10][C:7]3[CH:8]=[CH:9][C:4]([C:3]([OH:34])=[O:2])=[CH:5][C:6]=3[CH3:33])[S:19][C:18](=[O:20])[NH:17][C:16]2=[O:21])(=[O:23])=[O:24])=[CH:30][CH:29]=1. Given the reactants C[O:2][C:3](=[O:34])[C:4]1[CH:9]=[CH:8][C:7]([C:10]#[C:11][CH2:12][CH2:13][CH2:14][C:15]2([S:22]([C:25]3[CH:30]=[CH:29][C:28]([O:31][CH3:32])=[CH:27][CH:26]=3)(=[O:24])=[O:23])[S:19][C:18](=[O:20])[NH:17][C:16]2=[O:21])=[C:6]([CH3:33])[CH:5]=1.[OH-].[Li+].O, predict the reaction product. (3) Given the reactants [Br:1][C:2]1[CH:14]=[CH:13][C:12]2[C:11]3[C:6](=[CH:7][C:8]([Br:15])=[CH:9][CH:10]=3)[NH:5][C:4]=2[CH:3]=1.I[CH2:17][CH2:18][CH3:19].C([O-])([O-])=O.[Cs+].[Cs+], predict the reaction product. The product is: [Br:1][C:2]1[CH:14]=[CH:13][C:12]2[C:11]3[C:6](=[CH:7][C:8]([Br:15])=[CH:9][CH:10]=3)[N:5]([CH2:17][CH2:18][CH3:19])[C:4]=2[CH:3]=1. (4) Given the reactants [Cl:1][C:2]1[C:7]([CH:8]([C:10]2[CH:15]=[CH:14][CH:13]=[CH:12][C:11]=2[O:16][CH3:17])[OH:9])=[CH:6][CH:5]=[C:4]([Cl:18])[N:3]=1.CC(C)=O.OS(O)(=O)=O.O=[Cr](=O)=O, predict the reaction product. The product is: [Cl:1][C:2]1[C:7]([C:8]([C:10]2[CH:15]=[CH:14][CH:13]=[CH:12][C:11]=2[O:16][CH3:17])=[O:9])=[CH:6][CH:5]=[C:4]([Cl:18])[N:3]=1. (5) Given the reactants CS(O[CH2:6][CH2:7][O:8][C:9]1[C:17]2[C:12](=[N:13][CH:14]=[N:15][C:16]=2[NH:18][C:19]2[CH:24]=[CH:23][C:22]([O:25][CH2:26][C:27]3[CH:32]=[CH:31][CH:30]=[CH:29][N:28]=3)=[C:21]([CH2:33][CH3:34])[CH:20]=2)[NH:11][N:10]=1)(=O)=O.[OH:35][CH:36]1[CH2:41][CH2:40][NH:39][CH2:38][CH2:37]1, predict the reaction product. The product is: [CH2:33]([C:21]1[CH:20]=[C:19]([NH:18][C:16]2[N:15]=[CH:14][N:13]=[C:12]3[NH:11][N:10]=[C:9]([O:8][CH2:7][CH2:6][N:39]4[CH2:40][CH2:41][CH:36]([OH:35])[CH2:37][CH2:38]4)[C:17]=23)[CH:24]=[CH:23][C:22]=1[O:25][CH2:26][C:27]1[CH:32]=[CH:31][CH:30]=[CH:29][N:28]=1)[CH3:34]. (6) Given the reactants [Cl:1][C:2]1[C:7]([C:8]([N:10]([C:14]2[CH:19]=[CH:18][C:17]([N:20]3[CH2:24][CH2:23][N:22]([CH2:25][C:26]([O:28][CH2:29][CH3:30])=[O:27])[C:21]3=[O:31])=[C:16]([CH3:32])[CH:15]=2)[CH2:11][CH2:12][OH:13])=[O:9])=[C:6](Cl)[N:5]=[CH:4][N:3]=1.O, predict the reaction product. The product is: [Cl:1][C:2]1[C:7]2[C:8](=[O:9])[N:10]([C:14]3[CH:19]=[CH:18][C:17]([N:20]4[CH2:24][CH2:23][N:22]([CH2:25][C:26]([O:28][CH2:29][CH3:30])=[O:27])[C:21]4=[O:31])=[C:16]([CH3:32])[CH:15]=3)[CH2:11][CH2:12][O:13][C:6]=2[N:5]=[CH:4][N:3]=1. (7) Given the reactants [C:1]([O:5][C@@H:6]([C:11]1[C:12]([C:25]2[CH2:32][CH2:31][C:28]3([CH2:30][CH2:29]3)[CH2:27][CH:26]=2)=[C:13]2[C:18](=[CH:19][C:20]=1[CH3:21])[N:17]=[C:16]([CH:22]([F:24])[F:23])[CH:15]=[CH:14]2)[C:7]([O:9]C)=[O:8])([CH3:4])([CH3:3])[CH3:2].[OH-].[Li+], predict the reaction product. The product is: [C:1]([O:5][C@@H:6]([C:11]1[C:12]([C:25]2[CH2:32][CH2:31][C:28]3([CH2:29][CH2:30]3)[CH2:27][CH:26]=2)=[C:13]2[C:18](=[CH:19][C:20]=1[CH3:21])[N:17]=[C:16]([CH:22]([F:23])[F:24])[CH:15]=[CH:14]2)[C:7]([OH:9])=[O:8])([CH3:4])([CH3:2])[CH3:3].